This data is from Forward reaction prediction with 1.9M reactions from USPTO patents (1976-2016). The task is: Predict the product of the given reaction. (1) Given the reactants [Br:1][C:2]1[CH:11]=[C:10]2[C:5]([C:6](N)=[N:7][C:8]([NH2:12])=[N:9]2)=[CH:4][CH:3]=1.[OH-:14].[Na+].N.Cl, predict the reaction product. The product is: [NH2:12][C:8]1[N:7]=[C:6]([OH:14])[C:5]2[C:10](=[CH:11][C:2]([Br:1])=[CH:3][CH:4]=2)[N:9]=1. (2) Given the reactants [CH2:1]([NH:3][C:4]1[C:12]2[S:11][C:10]([NH2:13])=[N:9][C:8]=2[C:7]([O:14][CH3:15])=[CH:6][CH:5]=1)[CH3:2].[C:16](Cl)(=[O:18])[CH3:17].Cl.[CH3:21][C:22]1[CH:23]=[C:24]([CH:28]=[CH:29][N:30]=1)[C:25](O)=[O:26].CN(C(ON1N=NC2C=CC=NC1=2)=[N+](C)C)C.F[P-](F)(F)(F)(F)F.CN1CCOCC1, predict the reaction product. The product is: [C:16]([N:3]([CH2:1][CH3:2])[C:4]1[C:12]2[S:11][C:10]([NH:13][C:25](=[O:26])[C:24]3[CH:28]=[CH:29][N:30]=[C:22]([CH3:21])[CH:23]=3)=[N:9][C:8]=2[C:7]([O:14][CH3:15])=[CH:6][CH:5]=1)(=[O:18])[CH3:17]. (3) The product is: [CH3:1][O:2][C:3]1[N:8]2[N:9]=[C:10]([C:12]([F:15])([F:13])[F:14])[CH:11]=[C:7]2[C:6]([CH:16]([C:18]2[CH:23]=[CH:22][CH:21]=[CH:20][CH:19]=2)[OH:17])=[CH:5][CH:4]=1. Given the reactants [CH3:1][O:2][C:3]1[N:8]2[N:9]=[C:10]([C:12]([F:15])([F:14])[F:13])[CH:11]=[C:7]2[C:6]([CH:16]=[O:17])=[CH:5][CH:4]=1.[C:18]1([Mg]Br)[CH:23]=[CH:22][CH:21]=[CH:20][CH:19]=1.C1COCC1.[Cl-].[NH4+], predict the reaction product. (4) The product is: [CH:1]([C:4]1[N:9]=[C:8]([O:10][CH3:11])[C:7]([C:12]2[N:17]=[C:16]3[C:18]([CH:26]=[N:30][OH:31])=[CH:19][N:20]([C@@H:21]([CH3:25])[CH2:22][O:23][CH3:24])[C:15]3=[CH:14][C:13]=2[CH3:28])=[CH:6][CH:5]=1)([CH3:3])[CH3:2]. Given the reactants [CH:1]([C:4]1[N:9]=[C:8]([O:10][CH3:11])[C:7]([C:12]2[N:17]=[C:16]3[C:18]([CH:26]=O)=[CH:19][N:20]([C@@H:21]([CH3:25])[CH2:22][O:23][CH3:24])[C:15]3=[CH:14][C:13]=2[CH3:28])=[CH:6][CH:5]=1)([CH3:3])[CH3:2].Cl.[NH2:30][OH:31].CCN(CC)CC, predict the reaction product. (5) Given the reactants [O:1]1CCO[CH:2]1[CH2:6][N:7]1[C:16]2[C:11](=[CH:12][CH:13]=[C:14]([O:17][CH3:18])[N:15]=2)[CH:10]=[CH:9][C:8]1=[O:19].FC(F)(F)C(O)=O, predict the reaction product. The product is: [CH3:18][O:17][C:14]1[N:15]=[C:16]2[C:11]([CH:10]=[CH:9][C:8](=[O:19])[N:7]2[CH2:6][CH:2]=[O:1])=[CH:12][CH:13]=1. (6) Given the reactants [C:1]([O:5][C:6]([N:8]1[CH2:12][CH2:11][C@H:10]([NH:13][CH:14]2[CH2:19][CH2:18][N:17]([CH3:20])[CH2:16][CH2:15]2)[CH2:9]1)=[O:7])([CH3:4])([CH3:3])[CH3:2].[CH2:21]=O, predict the reaction product. The product is: [C:1]([O:5][C:6]([N:8]1[CH2:12][CH2:11][C@H:10]([N:13]([CH3:21])[CH:14]2[CH2:19][CH2:18][N:17]([CH3:20])[CH2:16][CH2:15]2)[CH2:9]1)=[O:7])([CH3:4])([CH3:3])[CH3:2].